From a dataset of Full USPTO retrosynthesis dataset with 1.9M reactions from patents (1976-2016). Predict the reactants needed to synthesize the given product. (1) The reactants are: C([NH:4][C:5]1[C:23]([Cl:24])=[CH:22][C:8]([C:9]([NH:11][C@@H:12]2[CH2:16][N:15](C(=O)C)[C@H:14]([CH2:20][OH:21])[CH2:13]2)=[O:10])=[C:7]([O:25][CH3:26])[CH:6]=1)(=O)C.[OH-].[Na+].O. Given the product [ClH:24].[NH2:4][C:5]1[C:23]([Cl:24])=[CH:22][C:8]([C:9]([NH:11][C@@H:12]2[CH2:16][NH:15][C@H:14]([CH2:20][OH:21])[CH2:13]2)=[O:10])=[C:7]([O:25][CH3:26])[CH:6]=1, predict the reactants needed to synthesize it. (2) The reactants are: [C:1]([CH:4]1[CH2:13][CH2:12][C:11]2[C:6](=[CH:7][CH:8]=[CH:9][CH:10]=2)[C:5]1=O)(=O)[CH3:2].Cl.[CH3:16][O:17][C:18]1[CH:23]=[CH:22][C:21]([NH:24][NH2:25])=[CH:20][CH:19]=1. Given the product [CH3:16][O:17][C:18]1[CH:23]=[CH:22][C:21]([N:24]2[C:5]3[C:6]4[CH:7]=[CH:8][CH:9]=[CH:10][C:11]=4[CH2:12][CH2:13][C:4]=3[C:1]([CH3:2])=[N:25]2)=[CH:20][CH:19]=1, predict the reactants needed to synthesize it. (3) Given the product [C:31](=[O:32])([O:33][CH2:34][CH3:35])[O:15][CH2:14][CH2:13][C:12]#[C:11][C:10]1[C:5]2[C:4]([Cl:27])=[N:3][C:2]([NH2:1])=[N:7][C:6]=2[N:8]([CH2:16][C:17]2[C:22]([CH3:23])=[C:21]([O:24][CH3:25])[C:20]([CH3:26])=[CH:19][N:18]=2)[CH:9]=1, predict the reactants needed to synthesize it. The reactants are: [NH2:1][C:2]1[N:3]=[C:4]([Cl:27])[C:5]2[C:10]([C:11]#[C:12][CH2:13][CH2:14][OH:15])=[CH:9][N:8]([CH2:16][C:17]3[C:22]([CH3:23])=[C:21]([O:24][CH3:25])[C:20]([CH3:26])=[CH:19][N:18]=3)[C:6]=2[N:7]=1.[H-].[Na+].Cl[C:31]([O:33][CH2:34][CH3:35])=[O:32].